From a dataset of Full USPTO retrosynthesis dataset with 1.9M reactions from patents (1976-2016). Predict the reactants needed to synthesize the given product. (1) Given the product [CH2:21]([N:11]1[C:12]2[C:7](=[C:6]([OH:35])[C:5]([C:3]([NH:36][CH2:37][CH2:38][C:39]([OH:41])=[O:40])=[O:4])=[N:14][C:13]=2[C:15]2[CH:16]=[CH:17][N:18]=[CH:19][CH:20]=2)[CH:8]=[C:9]([C:29]2[CH:30]=[CH:31][CH:32]=[CH:33][CH:34]=2)[C:10]1=[O:28])[C:22]1[CH:27]=[CH:26][CH:25]=[CH:24][CH:23]=1, predict the reactants needed to synthesize it. The reactants are: CO[C:3]([C:5]1[C:6]([OH:35])=[C:7]2[C:12](=[C:13]([C:15]3[CH:20]=[CH:19][N:18]=[CH:17][CH:16]=3)[N:14]=1)[N:11]([CH2:21][C:22]1[CH:27]=[CH:26][CH:25]=[CH:24][CH:23]=1)[C:10](=[O:28])[C:9]([C:29]1[CH:34]=[CH:33][CH:32]=[CH:31][CH:30]=1)=[CH:8]2)=[O:4].[NH2:36][CH2:37][CH2:38][C:39]([OH:41])=[O:40].C[O-].[Na+]. (2) Given the product [Br:19][CH2:18][C:10]1[C:11]2[C:12](=[N:13][C:14]([F:17])=[CH:15][CH:16]=2)[NH:8][N:9]=1, predict the reactants needed to synthesize it. The reactants are: C([N:8]1[C:12]2=[N:13][C:14]([F:17])=[CH:15][CH:16]=[C:11]2[C:10]([CH2:18][Br:19])=[N:9]1)(OC(C)(C)C)=O.